This data is from Full USPTO retrosynthesis dataset with 1.9M reactions from patents (1976-2016). The task is: Predict the reactants needed to synthesize the given product. (1) Given the product [CH3:14][N:11]1[CH2:12][CH2:13][C:8]2[NH:7][N:6]=[C:5]([CH2:4][NH2:1])[C:9]=2[CH2:10]1, predict the reactants needed to synthesize it. The reactants are: [N:1]([CH2:4][C:5]1[C:9]2[CH2:10][N:11]([CH3:14])[CH2:12][CH2:13][C:8]=2[NH:7][N:6]=1)=[N+]=[N-].O1CCCC1.O.C1C=CC(P(C2C=CC=CC=2)C2C=CC=CC=2)=CC=1. (2) Given the product [CH3:3][CH:2]([CH2:4][CH2:5][CH2:6][C@H:7]([C@@H:9]1[C@:26]2([CH3:27])[C@H:12]([C:13]3[CH2:14][CH2:15][C:16]4[C@:21]([C:23]=3[CH2:24][CH2:25]2)([CH3:22])[CH2:20][CH2:19][C@H:18]([OH:28])[CH:17]=4)[CH2:11][CH2:10]1)[CH3:8])[CH3:1].[CH3:3][CH:2]([CH2:4][CH2:5][CH2:6][C@H:7]([C@@H:9]1[C@:26]2([CH3:27])[C@H:12]([C:13]3[CH2:14][CH2:15][C:16]4[C@:21]([C:23]=3[CH2:24][CH2:25]2)([CH3:22])[CH2:20][CH2:19][C@@H:18]([OH:28])[CH:17]=4)[CH2:11][CH2:10]1)[CH3:8])[CH3:1], predict the reactants needed to synthesize it. The reactants are: [CH3:1][CH:2]([CH2:4][CH2:5][CH2:6][C@H:7]([C@@H:9]1[C@:26]2([CH3:27])[C@H:12]([C:13]3[CH2:14][CH2:15][C:16]4[C@:21]([C:23]=3[CH2:24][CH2:25]2)([CH3:22])[CH2:20][CH2:19][C:18](=[O:28])[CH:17]=4)[CH2:11][CH2:10]1)[CH3:8])[CH3:3].CCC(C)[BH-](C(C)CC)C(C)CC.[Li+].Cl. (3) Given the product [Br:12][C:13]1[C:14]([NH:8][CH:9]([CH3:11])[CH3:10])=[N:15][C:16]([Cl:19])=[N:17][CH:18]=1, predict the reactants needed to synthesize it. The reactants are: C(N(CC)CC)C.[NH2:8][CH:9]([CH3:11])[CH3:10].[Br:12][C:13]1[C:14](Cl)=[N:15][C:16]([Cl:19])=[N:17][CH:18]=1.